From a dataset of Catalyst prediction with 721,799 reactions and 888 catalyst types from USPTO. Predict which catalyst facilitates the given reaction. (1) Reactant: [Cl:1][C:2]1[CH:3]=[C:4]([CH:7]=[CH:8][CH:9]=1)[CH:5]=[CH2:6].C(O)(=[O:12])C.BrN1C(=O)CCC1=O.[OH-].[Na+]. Product: [Cl:1][C:2]1[CH:3]=[C:4]([CH:5]2[CH2:6][O:12]2)[CH:7]=[CH:8][CH:9]=1. The catalyst class is: 38. (2) Reactant: N#N.[CH3:3][C:4]1([C:9]2[S:13][C:12]([CH2:14][N:15]3[CH:19]=[CH:18][C:17]([N+:20]([O-])=O)=[N:16]3)=[CH:11][CH:10]=2)[O:8][CH2:7][CH2:6][O:5]1.[NH4+].[Cl-]. Product: [CH3:3][C:4]1([C:9]2[S:13][C:12]([CH2:14][N:15]3[CH:19]=[CH:18][C:17]([NH2:20])=[N:16]3)=[CH:11][CH:10]=2)[O:8][CH2:7][CH2:6][O:5]1. The catalyst class is: 314.